From a dataset of Reaction yield outcomes from USPTO patents with 853,638 reactions. Predict the reaction yield, written as a fraction of the theoretical maximum amount of product (1.0 means a 100% yield; for example, 0.34 means a 34% yield). (1) The reactants are CN(CCN(C)C)C.C([Li])(CC)C.[F:14][C:15]1[CH:23]=[C:22]([F:24])[CH:21]=[CH:20][C:16]=1[C:17]([OH:19])=[O:18].CN([CH:28]=[O:29])C. The catalyst is C1COCC1. The product is [F:14][C:15]1[C:23]([CH:28]=[O:29])=[C:22]([F:24])[CH:21]=[CH:20][C:16]=1[C:17]([OH:19])=[O:18]. The yield is 0.110. (2) The product is [CH3:1][N:2]1[C:7](=[O:8])[C:6]([N:9]2[CH2:14][CH2:13][O:12][CH2:11][CH2:10]2)=[C:5]2[C:15](=[O:19])[N:16]([CH2:34][CH2:33][C:32]3[CH:36]=[CH:37][C:38]4[C:3](=[CH:4][CH:5]=[CH:6][CH:7]=4)[N:2]=3)[CH2:17][C:4]2=[CH:3]1. The catalyst is [Ni]. The reactants are [CH3:1][N:2]1[C:7](=[O:8])[C:6]([N:9]2[CH2:14][CH2:13][O:12][CH2:11][CH2:10]2)=[C:5]2[C:15](=[O:19])[NH:16][C:17](=S)[C:4]2=[C:3]1CCC1C=CC2C(=CC=CC=2)N=1.[CH2:32]1[CH2:36]O[CH2:34][CH2:33]1.[CH3:37][CH2:38]O. The yield is 0.244. (3) The reactants are [F:1][C:2]([F:18])([F:17])[C:3]1[O:7][N:6]=[C:5]([C:8]2[S:12][C:11]([C:13]([OH:15])=O)=[CH:10][CH:9]=2)[C:4]=1[CH3:16].[NH:19]1[CH2:24][CH2:23][C@@H:22]([OH:25])[C@@H:21]([OH:26])[CH2:20]1. No catalyst specified. The product is [CH3:16][C:4]1[C:5]([C:8]2[S:12][C:11]([C:13]([N:19]3[CH2:24][CH2:23][C@@H:22]([OH:25])[C@@H:21]([OH:26])[CH2:20]3)=[O:15])=[CH:10][CH:9]=2)=[N:6][O:7][C:3]=1[C:2]([F:1])([F:18])[F:17]. The yield is 0.810. (4) The reactants are [CH3:1][C:2](=[CH:8][C:9]1[CH:14]=[CH:13][C:12]([CH3:15])=[CH:11][CH:10]=1)[C:3](OCC)=[O:4]. The catalyst is C1(C)C=CC=CC=1. The product is [CH3:1][C:2](=[CH:8][C:9]1[CH:10]=[CH:11][C:12]([CH3:15])=[CH:13][CH:14]=1)[CH2:3][OH:4]. The yield is 0.939. (5) The product is [CH2:1]([N:8]1[CH2:15][C:12]2([CH2:14][CH2:13]2)[N:11]([C:16]([O:18][C:19]([CH3:22])([CH3:21])[CH3:20])=[O:17])[CH2:10][C@@H:9]1[CH2:23][F:35])[C:2]1[CH:7]=[CH:6][CH:5]=[CH:4][CH:3]=1. The yield is 0.900. The reactants are [CH2:1]([N:8]1[CH2:15][C:12]2([CH2:14][CH2:13]2)[N:11]([C:16]([O:18][C:19]([CH3:22])([CH3:21])[CH3:20])=[O:17])[CH2:10][C@@H:9]1[CH2:23]O)[C:2]1[CH:7]=[CH:6][CH:5]=[CH:4][CH:3]=1.COCCN(S(F)(F)[F:35])CCOC.C(=O)(O)[O-].[Na+]. The catalyst is ClCCl. (6) The reactants are [CH3:1][O:2][C:3]1[CH:4]=[C:5]2[C:10](=[CH:11][C:12]=1[O:13][CH3:14])[N:9]=[CH:8][N:7]=[C:6]2[S:15][C:16]1[CH:17]=[C:18]([CH:20]=[CH:21][CH:22]=1)[NH2:19].[CH3:23][O:24][CH2:25][CH2:26][O:27][C:28]1[CH:29]=[C:30]([NH:38][C:39](=O)[O-:40])[CH:31]=[C:32]([C:34]([F:37])([F:36])[F:35])[CH:33]=1. No catalyst specified. The product is [CH3:1][O:2][C:3]1[CH:4]=[C:5]2[C:10](=[CH:11][C:12]=1[O:13][CH3:14])[N:9]=[CH:8][N:7]=[C:6]2[S:15][C:16]1[CH:17]=[C:18]([NH:19][C:39]([NH:38][C:30]2[CH:31]=[C:32]([C:34]([F:36])([F:37])[F:35])[CH:33]=[C:28]([O:27][CH2:26][CH2:25][O:24][CH3:23])[CH:29]=2)=[O:40])[CH:20]=[CH:21][CH:22]=1. The yield is 0.690. (7) The yield is 0.400. The product is [C:1]([C:5]1[CH:23]=[C:8]2[N:9]=[C:10]([CH3:22])[C:11]([CH:14]([CH2:19][CH2:20][CH3:21])[C:15]([O:17][CH3:18])=[O:16])=[C:12]([C:28]3[CH:29]=[CH:30][C:25]([Cl:24])=[CH:26][C:27]=3[O:34][CH3:35])[N:7]2[N:6]=1)([CH3:4])([CH3:3])[CH3:2]. The reactants are [C:1]([C:5]1[CH:23]=[C:8]2[N:9]=[C:10]([CH3:22])[C:11]([CH:14]([CH2:19][CH2:20][CH3:21])[C:15]([O:17][CH3:18])=[O:16])=[C:12](Cl)[N:7]2[N:6]=1)([CH3:4])([CH3:3])[CH3:2].[Cl:24][C:25]1[CH:30]=[CH:29][C:28](B(O)O)=[C:27]([O:34][CH3:35])[CH:26]=1.C(N(C(C)C)CC)(C)C. The catalyst is COCCOC.O. (8) The reactants are [NH2:1][C:2]1[C:11]2[CH:10]=[CH:9][C:8]([F:12])=[C:7](Br)[C:6]=2[N:5]=[C:4]2[CH2:14][N:15]([CH2:18][CH3:19])[C:16](=[O:17])[C:3]=12.[F:20][C:21]1[CH:26]=[CH:25][C:24]([O:27][CH3:28])=[CH:23][C:22]=1B(O)O. No catalyst specified. The product is [NH2:1][C:2]1[C:11]2[CH:10]=[CH:9][C:8]([F:12])=[C:7]([C:22]3[CH:23]=[C:24]([O:27][CH3:28])[CH:25]=[CH:26][C:21]=3[F:20])[C:6]=2[N:5]=[C:4]2[CH2:14][N:15]([CH2:18][CH3:19])[C:16](=[O:17])[C:3]=12. The yield is 0.335. (9) The reactants are [S:1]1[C:5]([CH2:6][O:7][C:8]([NH:10][C@H:11]([CH2:33][C:34]2[CH:39]=[CH:38][CH:37]=[CH:36][CH:35]=2)[CH2:12][NH:13][CH2:14][C@@H:15]([NH:23][C:24]([O:26][CH2:27][C:28]2[S:32][CH:31]=[N:30][CH:29]=2)=[O:25])[CH2:16][C:17]2[CH:22]=[CH:21][CH:20]=[CH:19][CH:18]=2)=[O:9])=[CH:4][N:3]=[CH:2]1.[CH3:40][C:41]([CH3:45])([CH3:44])[CH:42]=O.C(O)(=O)C.C(O[BH-](OC(=O)C)OC(=O)C)(=O)C.[Na+].C([O-])(O)=O.[Na+]. The catalyst is ClCCCl. The product is [CH3:40][C:41]([CH3:45])([CH3:44])[CH2:42][N:13]([CH2:14][C@H:15]([NH:23][C:24]([O:26][CH2:27][C:28]1[S:32][CH:31]=[N:30][CH:29]=1)=[O:25])[CH2:16][C:17]1[CH:18]=[CH:19][CH:20]=[CH:21][CH:22]=1)[CH2:12][C@@H:11]([NH:10][C:8]([O:7][CH2:6][C:5]1[S:1][CH:2]=[N:3][CH:4]=1)=[O:9])[CH2:33][C:34]1[CH:39]=[CH:38][CH:37]=[CH:36][CH:35]=1. The yield is 0.130. (10) The reactants are [CH2:1]([O:8][C:9]([NH:11][CH2:12][C@H:13]([NH:29][CH3:30])[CH2:14][O:15][C:16](=[O:28])[NH:17][C:18]1[N:19]=[CH:20][C:21]2[C:26]([CH:27]=1)=[CH:25][CH:24]=[CH:23][CH:22]=2)=[O:10])[C:2]1[CH:7]=[CH:6][CH:5]=[CH:4][CH:3]=1.[Cl:31][C:32]1[C:51]([F:52])=[CH:50][CH:49]=[CH:48][C:33]=1[CH2:34][NH:35][C:36](=[O:47])OC1C=CC([N+]([O-])=O)=CC=1.CCN(C(C)C)C(C)C. The catalyst is C1COCC1. The product is [CH2:1]([O:8][C:9]([NH:11][CH2:12][C@H:13]([N:29]([CH3:30])[C:36]([NH:35][CH2:34][C:33]1[CH:48]=[CH:49][CH:50]=[C:51]([F:52])[C:32]=1[Cl:31])=[O:47])[CH2:14][O:15][C:16](=[O:28])[NH:17][C:18]1[N:19]=[CH:20][C:21]2[C:26]([CH:27]=1)=[CH:25][CH:24]=[CH:23][CH:22]=2)=[O:10])[C:2]1[CH:3]=[CH:4][CH:5]=[CH:6][CH:7]=1. The yield is 0.710.